This data is from Catalyst prediction with 721,799 reactions and 888 catalyst types from USPTO. The task is: Predict which catalyst facilitates the given reaction. (1) Reactant: C([O:3][C:4](=[O:30])[CH:5]([C:10]1[CH:11]=[C:12]([C:21]2[CH:26]=[CH:25][CH:24]=[C:23]([N+:27]([O-:29])=[O:28])[CH:22]=2)[C:13]([O:16][CH2:17][CH:18]2[CH2:20][CH2:19]2)=[CH:14][CH:15]=1)[CH2:6][CH:7]([CH3:9])[CH3:8])C.O.[OH-].[Li+]. Product: [CH:18]1([CH2:17][O:16][C:13]2[C:12]([C:21]3[CH:26]=[CH:25][CH:24]=[C:23]([N+:27]([O-:29])=[O:28])[CH:22]=3)=[CH:11][C:10]([CH:5]([CH2:6][CH:7]([CH3:9])[CH3:8])[C:4]([OH:30])=[O:3])=[CH:15][CH:14]=2)[CH2:19][CH2:20]1. The catalyst class is: 200. (2) Reactant: [C:1]([O:5][C:6]([N:8]1[CH2:13][CH2:12][N:11]([C:14]2[CH:19]=[CH:18][C:17]([C:20]#[N:21])=[CH:16][C:15]=2[F:22])[CH2:10][CH2:9]1)=[O:7])([CH3:4])([CH3:3])[CH3:2].[OH-:23].[K+]. Product: [C:1]([O:5][C:6]([N:8]1[CH2:13][CH2:12][N:11]([C:14]2[CH:19]=[CH:18][C:17]([C:20](=[O:23])[NH2:21])=[CH:16][C:15]=2[F:22])[CH2:10][CH2:9]1)=[O:7])([CH3:4])([CH3:2])[CH3:3]. The catalyst class is: 218. (3) Reactant: [I:1][C:2]1[C:3](O)=[N:4][CH:5]=[C:6]([N+:8]([O-:10])=[O:9])[CH:7]=1.O=P(Cl)(Cl)[Cl:14].P(Cl)(Cl)(Cl)(Cl)Cl. Product: [Cl:14][C:3]1[C:2]([I:1])=[CH:7][C:6]([N+:8]([O-:10])=[O:9])=[CH:5][N:4]=1. The catalyst class is: 6. (4) The catalyst class is: 43. Product: [CH:1]1([CH2:6][CH:7]([C:8]2[NH:17][C:11]3=[N:12][CH:13]=[C:14]([F:16])[CH:15]=[C:10]3[CH:9]=2)[C:18]2[CH:19]=[CH:20][C:21]([CH:24]([CH3:26])[CH3:25])=[CH:22][CH:23]=2)[CH2:5][CH2:4][CH2:3][CH2:2]1. Reactant: [CH:1]1([CH:6]=[C:7]([C:18]2[CH:23]=[CH:22][C:21]([C:24](O)([CH3:26])[CH3:25])=[CH:20][CH:19]=2)[C:8]2[NH:17][C:11]3=[N:12][CH:13]=[C:14]([F:16])[CH:15]=[C:10]3[CH:9]=2)[CH2:5][CH2:4][CH2:3][CH2:2]1.